Dataset: Full USPTO retrosynthesis dataset with 1.9M reactions from patents (1976-2016). Task: Predict the reactants needed to synthesize the given product. (1) Given the product [CH3:52][O:53][C:54]1[CH:61]=[CH:60][C:57]([CH2:58][O:35][C:36]2[CH:41]=[CH:40][C:39]([C:42]3([CH2:46][C:47]([O:49][CH2:50][CH3:51])=[O:48])[CH2:43][O:44][CH2:45]3)=[CH:38][CH:37]=2)=[CH:56][C:55]=1[C:62]([F:63])([F:65])[F:64], predict the reactants needed to synthesize it. The reactants are: FC(F)(F)C1C=CC(C2C=CC=C(COC3C=CC(C4(CC(OCC)=O)COC4)=CC=3)C=2)=CC=1.[OH:35][C:36]1[CH:41]=[CH:40][C:39]([C:42]2([CH2:46][C:47]([O:49][CH2:50][CH3:51])=[O:48])[CH2:45][O:44][CH2:43]2)=[CH:38][CH:37]=1.[CH3:52][O:53][C:54]1[CH:61]=[CH:60][C:57]([CH2:58]Br)=[CH:56][C:55]=1[C:62]([F:65])([F:64])[F:63]. (2) Given the product [C:1]([O:5][C:6](=[O:22])[C@@H:7]([N:10]1[C:15](=[O:16])[C:14]2[N:17]=[CH:18][CH:19]=[CH:20][C:13]=2[N:12]([CH2:24][C:25]2[C:29]3[C:30]([CH3:35])=[CH:31][C:32]([CH3:34])=[CH:33][C:28]=3[S:27][N:26]=2)[C:11]1=[O:21])[CH2:8][CH3:9])([CH3:2])([CH3:3])[CH3:4], predict the reactants needed to synthesize it. The reactants are: [C:1]([O:5][C:6](=[O:22])[C@@H:7]([N:10]1[C:15](=[O:16])[C:14]2[N:17]=[CH:18][CH:19]=[CH:20][C:13]=2[NH:12][C:11]1=[O:21])[CH2:8][CH3:9])([CH3:4])([CH3:3])[CH3:2].Br[CH2:24][C:25]1[C:29]2[C:30]([CH3:35])=[CH:31][C:32]([CH3:34])=[CH:33][C:28]=2[S:27][N:26]=1.C(=O)([O-])[O-].[K+].[K+]. (3) Given the product [Br:1][C:2]1[CH:7]=[CH:6][C:5]([S:8]([NH:22][CH:13]([CH3:12])[CH2:14][CH2:15][C:16]2[CH:21]=[CH:20][CH:19]=[CH:18][CH:17]=2)(=[O:10])=[O:9])=[CH:4][CH:3]=1, predict the reactants needed to synthesize it. The reactants are: [Br:1][C:2]1[CH:7]=[CH:6][C:5]([S:8](Cl)(=[O:10])=[O:9])=[CH:4][CH:3]=1.[CH3:12][CH:13]([NH2:22])[CH2:14][CH2:15][C:16]1[CH:21]=[CH:20][CH:19]=[CH:18][CH:17]=1. (4) Given the product [NH2:1][C:2]1[C:7]2=[CH:8][C:9]([C:12]#[N:13])=[C:10]([C:22]3[CH2:27][CH2:26][N:25]([C:28]([O:30][C:31]([CH3:34])([CH3:33])[CH3:32])=[O:29])[CH2:24][CH:23]=3)[N:6]2[N:5]=[CH:4][N:3]=1, predict the reactants needed to synthesize it. The reactants are: [NH2:1][C:2]1[C:7]2=[CH:8][C:9]([C:12]#[N:13])=[C:10](Br)[N:6]2[N:5]=[CH:4][N:3]=1.CC1(C)C(C)(C)OB([C:22]2[CH2:23][CH2:24][N:25]([C:28]([O:30][C:31]([CH3:34])([CH3:33])[CH3:32])=[O:29])[CH2:26][CH:27]=2)O1.C(=O)([O-])[O-].[Na+].[Na+]. (5) Given the product [NH2:12][C:13]1[N:17]([C:18]2[CH:19]=[CH:20][C:21]([N:1]3[CH:5]=[N:4][CH:3]=[N:2]3)=[C:22]([CH:25]=2)[C:23]#[N:24])[N:16]=[C:15]([C:27]([F:28])([F:29])[F:30])[C:14]=1[C:31]1[CH:36]=[C:35]([C:37]([F:39])([F:40])[F:38])[CH:34]=[C:33]([Cl:41])[CH:32]=1, predict the reactants needed to synthesize it. The reactants are: [NH:1]1[CH:5]=[N:4][CH:3]=[N:2]1.C(=O)([O-])[O-].[K+].[K+].[NH2:12][C:13]1[N:17]([C:18]2[CH:19]=[CH:20][C:21](F)=[C:22]([CH:25]=2)[C:23]#[N:24])[N:16]=[C:15]([C:27]([F:30])([F:29])[F:28])[C:14]=1[C:31]1[CH:36]=[C:35]([C:37]([F:40])([F:39])[F:38])[CH:34]=[C:33]([Cl:41])[CH:32]=1.O. (6) Given the product [C:1]1([C:35]2[CH:59]=[CH:58][CH:57]=[CH:62][CH:61]=2)[CH:6]=[CH:5][C:4]([C@@:7]23[CH2:25][N:19]([C@H:20]([C:22](=[O:24])[NH:41][C@:42]4([C:47](=[O:48])[NH:49][S:50]([CH:53]5[CH2:55][CH2:54]5)(=[O:52])=[O:51])[CH2:44][C@H:43]4[CH:45]=[CH2:46])[CH2:21]2)[C:18](=[O:26])[C@@H:17]([NH:27][C:28](=[O:29])[O:30][C:31]([CH3:33])([CH3:32])[CH3:34])[CH2:16][CH2:15][CH2:14][CH2:13][CH2:12][CH:11]=[CH:10][CH2:9][S:8]3)=[CH:3][CH:2]=1, predict the reactants needed to synthesize it. The reactants are: [C:1]1([C:35]2C=CC=CC=2)[CH:6]=[CH:5][C:4]([C@@:7]23[CH2:25][N:19]([C@H:20]([C:22]([OH:24])=O)[CH2:21]2)[C:18](=[O:26])[C@@H:17]([NH:27][C:28]([O:30][C:31]([CH3:34])([CH3:33])[CH3:32])=[O:29])[CH2:16][CH2:15][CH2:14][CH2:13][CH2:12][CH:11]=[CH:10][CH2:9][S:8]3)=[CH:3][CH:2]=1.[NH2:41][C@:42]1([C:47]([NH:49][S:50]([CH:53]2[CH2:55][CH2:54]2)(=[O:52])=[O:51])=[O:48])[CH2:44][C@H:43]1[CH:45]=[CH2:46].C[C:57]1[CH:58]=[CH:59]C(S(O)(=O)=O)=[CH:61][CH:62]=1.CN(C(ON1N=NC2C=CC=NC1=2)=[N+](C)C)C.F[P-](F)(F)(F)(F)F.C(N(CC)C(C)C)(C)C. (7) Given the product [CH3:16][C:13]1([CH3:17])[O:12][CH2:11][C:10]([CH2:9][OH:1])([CH2:18][N:19]2[CH:23]=[CH:22][N:21]=[C:20]2[N+:24]([O-:26])=[O:25])[CH2:15][O:14]1, predict the reactants needed to synthesize it. The reactants are: [O:1]([CH2:9][C:10]1([CH2:18][N:19]2[CH:23]=[CH:22][N:21]=[C:20]2[N+:24]([O-:26])=[O:25])[CH2:15][O:14][C:13]([CH3:17])([CH3:16])[O:12][CH2:11]1)[Si](C(C)(C)C)(C)C.[F-].C([N+](CCCC)(CCCC)CCCC)CCC.[Cl-].[NH4+].O.